Dataset: Catalyst prediction with 721,799 reactions and 888 catalyst types from USPTO. Task: Predict which catalyst facilitates the given reaction. (1) The catalyst class is: 7. Product: [CH3:14][Si:13]([CH3:16])([CH3:15])[C:5]1[C:4]([CH2:1][CH2:2][CH2:3][OH:17])=[CH:9][N:8]=[C:7]2[O:10][CH2:11][CH2:12][C:6]=12. Reactant: [CH2:1]([C:4]1[C:5]([Si:13]([CH3:16])([CH3:15])[CH3:14])=[C:6]2[CH2:12][CH2:11][O:10][C:7]2=[N:8][CH:9]=1)[CH:2]=[CH2:3].[O:17]1CCCC1.C12BC(CCC1)CCC2.CN(C)CCN(C)C.OO.[OH-].[Na+]. (2) Reactant: [C:1]1([C:7]2[S:11][C:10]([C:12]([OH:14])=[O:13])=[C:9]([N:15]([C@H:25]3[CH2:30][CH2:29][C@H:28]([OH:31])[CH2:27][CH2:26]3)[C:16]([C@H:18]3[CH2:23][CH2:22][C@H:21]([CH3:24])[CH2:20][CH2:19]3)=[O:17])[CH:8]=2)[CH2:6][CH2:5][CH2:4][CH2:3][CH:2]=1.[N:32]([C@@H:35]([CH:40]([CH3:42])[CH3:41])[C:36]([O:38][CH3:39])=[O:37])=[C:33]=[O:34].O. Product: [C:1]1([C:7]2[S:11][C:10]([C:12]([OH:14])=[O:13])=[C:9]([N:15]([C@H:25]3[CH2:26][CH2:27][C@H:28]([O:31][C:33](=[O:34])[NH:32][CH:35]([C:36]([O:38][CH3:39])=[O:37])[CH:40]([CH3:42])[CH3:41])[CH2:29][CH2:30]3)[C:16]([C@H:18]3[CH2:23][CH2:22][C@H:21]([CH3:24])[CH2:20][CH2:19]3)=[O:17])[CH:8]=2)[CH2:6][CH2:5][CH2:4][CH2:3][CH:2]=1. The catalyst class is: 11. (3) Reactant: F[C:2]1[N:7]2[CH:8]=[C:9]([CH2:11][N:12]3[C@H:25]4[C@H:16]([CH2:17][CH2:18][C:19]5[C:24]4=[N:23][CH:22]=[CH:21][CH:20]=5)[CH2:15][CH2:14][CH2:13]3)[N:10]=[C:6]2[CH:5]=[CH:4][CH:3]=1.[N:26]1[CH:31]=[CH:30][CH:29]=[CH:28][C:27]=1[N:32]1[CH2:37][CH2:36][NH:35][CH2:34][CH2:33]1. Product: [N:26]1[CH:31]=[CH:30][CH:29]=[CH:28][C:27]=1[N:32]1[CH2:33][CH2:34][N:35]([C:2]2[N:7]3[CH:8]=[C:9]([CH2:11][N:12]4[C@H:25]5[C@H:16]([CH2:17][CH2:18][C:19]6[C:24]5=[N:23][CH:22]=[CH:21][CH:20]=6)[CH2:15][CH2:14][CH2:13]4)[N:10]=[C:6]3[CH:5]=[CH:4][CH:3]=2)[CH2:36][CH2:37]1. The catalyst class is: 16. (4) Reactant: [NH:1]1[C:9]2[C:4](=[CH:5][C:6]([NH:10][CH:11]3[CH2:16][CH2:15][C:14](=O)[CH2:13][CH2:12]3)=[CH:7][CH:8]=2)[CH:3]=[N:2]1.[CH2:18]([NH2:23])[CH2:19][CH2:20][CH2:21][CH3:22].C(O[BH-](OC(=O)C)OC(=O)C)(=O)C.[Na+].Cl.CO. Product: [NH:1]1[C:9]2[C:4](=[CH:5][C:6]([NH:10][CH:11]3[CH2:16][CH2:15][CH:14]([NH:23][CH2:18][CH2:19][CH2:20][CH2:21][CH3:22])[CH2:13][CH2:12]3)=[CH:7][CH:8]=2)[CH:3]=[N:2]1. The catalyst class is: 5. (5) Reactant: [C:1]1([C:7](=[N:14][CH2:15][C:16]([O:18][C:19]([CH3:22])([CH3:21])[CH3:20])=[O:17])[C:8]2[CH:13]=[CH:12][CH:11]=[CH:10][CH:9]=2)[CH:6]=[CH:5][CH:4]=[CH:3][CH:2]=1.[Li+].CC([N-]C(C)C)C.C1COCC1.CCCCCCC.C(C1C=CC=CC=1)C.FC(F)(F)S(O[CH2:57][CH2:58][C:59]([F:62])([F:61])[F:60])(=O)=O. Product: [C:1]1([C:7](=[N:14][CH:15]([CH2:57][CH2:58][C:59]([F:62])([F:61])[F:60])[C:16]([O:18][C:19]([CH3:22])([CH3:21])[CH3:20])=[O:17])[C:8]2[CH:9]=[CH:10][CH:11]=[CH:12][CH:13]=2)[CH:2]=[CH:3][CH:4]=[CH:5][CH:6]=1. The catalyst class is: 1. (6) The catalyst class is: 3. Reactant: [OH:1][C:2]1[CH:3]=[C:4]([CH:7]=[C:8]([O:10][C:11]2[C:16](=[O:17])[N:15]([CH2:18][C:19]3[CH:24]=[CH:23][C:22]([O:25][CH3:26])=[CH:21][CH:20]=3)[CH:14]=[N:13][C:12]=2[C:27]([F:30])([F:29])[F:28])[CH:9]=1)[C:5]#[N:6].Cl[C:32]([F:37])([F:36])C([O-])=O.[Na+].C(=O)([O-])[O-].[K+].[K+]. Product: [F:36][CH:32]([F:37])[O:1][C:2]1[CH:3]=[C:4]([CH:7]=[C:8]([O:10][C:11]2[C:16](=[O:17])[N:15]([CH2:18][C:19]3[CH:20]=[CH:21][C:22]([O:25][CH3:26])=[CH:23][CH:24]=3)[CH:14]=[N:13][C:12]=2[C:27]([F:29])([F:30])[F:28])[CH:9]=1)[C:5]#[N:6].